From a dataset of Full USPTO retrosynthesis dataset with 1.9M reactions from patents (1976-2016). Predict the reactants needed to synthesize the given product. (1) Given the product [CH2:1]([N:8]1[C:13](=[O:14])[C:12]([C:27]2[CH:28]=[CH:29][C:24]([O:23][CH2:16][C:17]3[CH:18]=[CH:19][CH:20]=[CH:21][CH:22]=3)=[C:25]([F:33])[CH:26]=2)=[CH:11][N:10]=[CH:9]1)[C:2]1[CH:7]=[CH:6][CH:5]=[CH:4][CH:3]=1, predict the reactants needed to synthesize it. The reactants are: [CH2:1]([N:8]1[C:13](=[O:14])[C:12](Br)=[CH:11][N:10]=[CH:9]1)[C:2]1[CH:7]=[CH:6][CH:5]=[CH:4][CH:3]=1.[CH2:16]([O:23][C:24]1[CH:29]=[CH:28][C:27](B(O)O)=[CH:26][C:25]=1[F:33])[C:17]1[CH:22]=[CH:21][CH:20]=[CH:19][CH:18]=1.[Cl-].[Li+].O. (2) Given the product [Br:1][C:2]1[C:3]([C:10]([O:12][CH3:13])=[O:11])=[N:4][C:5]([S:8][CH3:9])=[N:6][CH:7]=1, predict the reactants needed to synthesize it. The reactants are: [Br:1][C:2]1[C:3]([C:10]([OH:12])=[O:11])=[N:4][C:5]([S:8][CH3:9])=[N:6][CH:7]=1.[CH3:13][Si](C=[N+]=[N-])(C)C. (3) Given the product [N:9]1[CH:10]=[CH:11][CH:12]=[C:7]([N:4]2[CH2:5][CH2:6][N:1]([C:13]([O:15][C:16]([CH3:19])([CH3:18])[CH3:17])=[O:14])[CH2:2][CH2:3]2)[CH:8]=1, predict the reactants needed to synthesize it. The reactants are: [NH:1]1[CH2:6][CH2:5][N:4]([C:7]2[CH:8]=[N:9][CH:10]=[CH:11][CH:12]=2)[CH2:3][CH2:2]1.[C:13](O[C:13]([O:15][C:16]([CH3:19])([CH3:18])[CH3:17])=[O:14])([O:15][C:16]([CH3:19])([CH3:18])[CH3:17])=[O:14]. (4) Given the product [F:1][C:2]1[C:3]2[CH:4]=[CH:5][C:6](=[O:17])[N:7]3[C:8]=2[C:9]([C:14](=[O:16])[CH2:13][CH2:12]3)=[CH:10][CH:11]=1, predict the reactants needed to synthesize it. The reactants are: [F:1][C:2]1[CH:11]=[CH:10][CH:9]=[C:8]2[C:3]=1[CH:4]=[CH:5][C:6](=[O:17])[N:7]2[CH2:12][CH2:13][C:14]([OH:16])=O.C(Cl)(=O)C(Cl)=O.[Cl-].[Cl-].[Cl-].[Al+3].C(=O)(O)[O-].[Na+]. (5) Given the product [CH3:1][O:2][C:3]1[CH:4]=[C:5]2[C:10](=[CH:11][CH:12]=1)[N:9]([CH3:13])[C:8]([C:14]1[CH:19]=[CH:18][CH:17]=[CH:16][CH:15]=1)=[N:7][C:6]2=[S:30], predict the reactants needed to synthesize it. The reactants are: [CH3:1][O:2][C:3]1[CH:4]=[C:5]2[C:10](=[CH:11][CH:12]=1)[N:9]([CH3:13])[C:8]([C:14]1[CH:19]=[CH:18][CH:17]=[CH:16][CH:15]=1)=[N:7][C:6]2=O.COC1C=CC(P2(SP(C3C=CC(OC)=CC=3)(=S)S2)=[S:30])=CC=1. (6) Given the product [OH:15][CH2:12][C:13]#[C:14][C:2]1[CH:11]=[CH:10][CH:9]=[CH:8][C:3]=1[C:4]([O:6][CH3:7])=[O:5], predict the reactants needed to synthesize it. The reactants are: I[C:2]1[CH:11]=[CH:10][CH:9]=[CH:8][C:3]=1[C:4]([O:6][CH3:7])=[O:5].[CH2:12]([OH:15])[C:13]#[CH:14].CCOC(C)=O. (7) Given the product [CH3:1][C@H:2]1[CH2:7][CH2:6][C@H:5]([C:8]([N:10]([CH:34]([CH3:36])[CH3:35])[C:11]2[CH:15]=[C:14]([C:16]3[CH:17]=[CH:18][C:19]([C:22]4[CH:30]=[C:25]5[N:26]=[CH:27][CH:28]=[CH:29][N:24]5[N:23]=4)=[CH:20][CH:21]=3)[S:13][C:12]=2[C:31]([O-:33])=[O:32])=[O:9])[CH2:4][CH2:3]1.[Na+:38], predict the reactants needed to synthesize it. The reactants are: [CH3:1][C@H:2]1[CH2:7][CH2:6][C@H:5]([C:8]([N:10]([CH:34]([CH3:36])[CH3:35])[C:11]2[CH:15]=[C:14]([C:16]3[CH:21]=[CH:20][C:19]([C:22]4[CH:30]=[C:25]5[N:26]=[CH:27][CH:28]=[CH:29][N:24]5[N:23]=4)=[CH:18][CH:17]=3)[S:13][C:12]=2[C:31]([OH:33])=[O:32])=[O:9])[CH2:4][CH2:3]1.[OH-].[Na+:38]. (8) Given the product [CH3:3][C:1]([CH3:4])([S@:5]([NH:7][C@@H:8]1[CH2:17][CH2:16][CH2:15][C:14]2[CH:13]=[C:12]([C:18]([O:20][CH2:21][CH3:22])=[O:19])[CH:11]=[CH:10][C:9]1=2)=[O:6])[CH3:2], predict the reactants needed to synthesize it. The reactants are: [C:1]([S@:5](/[N:7]=[C:8]1/[C:9]2[CH:10]=[CH:11][C:12]([C:18]([O:20][CH2:21][CH3:22])=[O:19])=[CH:13][C:14]=2[CH2:15][CH2:16][CH2:17]/1)=[O:6])([CH3:4])([CH3:3])[CH3:2].O.[BH4-].[Na+]. (9) Given the product [CH3:67][C:39]1[CH:44]=[CH:43][CH:42]=[CH:41][C:40]=1[C:20]1[CH:21]=[CH:22][CH:23]=[CH:24][CH:25]=1, predict the reactants needed to synthesize it. The reactants are: [C:20]1([B-]([C:20]2[CH:25]=[CH:24][CH:23]=[CH:22][CH:21]=2)([C:20]2[CH:25]=[CH:24][CH:23]=[CH:22][CH:21]=2)[C:20]2[CH:25]=[CH:24][CH:23]=[CH:22][CH:21]=2)[CH:25]=[CH:24][CH:23]=[CH:22][CH:21]=1.C([PH+](C(C)(C)C)C(C)(C)C)(C)(C)C.[C:39]1([CH3:67])[CH:44]=[CH:43][C:42]([B-]([C:42]2[CH:43]=[CH:44][C:39]([CH3:67])=[CH:40][CH:41]=2)([C:42]2[CH:43]=[CH:44][C:39]([CH3:67])=[CH:40][CH:41]=2)[C:42]2[CH:43]=[CH:44][C:39]([CH3:67])=[CH:40][CH:41]=2)=[CH:41][CH:40]=1.C([PH+](C(C)(C)C)C(C)(C)C)(C)(C)C.C(P(C(C)(C)C)C(C)(C)C)(C)(C)C. (10) Given the product [NH2:12][C:3]1[C:4]2[O:8][CH2:7][O:6][C:5]=2[C:9]([C:15]#[C:14][CH2:13][NH:16][C:17]([N:19]2[CH2:24][CH2:23][O:22][CH2:21][CH2:20]2)=[O:18])=[CH:10][C:2]=1[Cl:1], predict the reactants needed to synthesize it. The reactants are: [Cl:1][C:2]1[CH:10]=[C:9](I)[C:5]2[O:6][CH2:7][O:8][C:4]=2[C:3]=1[NH2:12].[CH2:13]([NH:16][C:17]([N:19]1[CH2:24][CH2:23][O:22][CH2:21][CH2:20]1)=[O:18])[C:14]#[CH:15].C(NC(C)C)(C)C.